This data is from Catalyst prediction with 721,799 reactions and 888 catalyst types from USPTO. The task is: Predict which catalyst facilitates the given reaction. Reactant: [Li]CCCC.CCCCCC.[CH3:12][N:13]([CH3:17])[CH2:14][C:15]#[CH:16].[C:18](=[O:20])=[O:19]. Product: [CH3:12][N:13]([CH3:17])[CH2:14][C:15]#[C:16][C:18]([OH:20])=[O:19]. The catalyst class is: 87.